This data is from Forward reaction prediction with 1.9M reactions from USPTO patents (1976-2016). The task is: Predict the product of the given reaction. Given the reactants [CH3:1][C@:2]12[C@@:19]3([CH3:20])[C@@H:10]([C@:11]4([CH3:24])[C@@H:16]([CH2:17][CH2:18]3)[C:15]([CH3:22])([CH3:21])[C:14](=[O:23])[CH2:13][CH2:12]4)[CH2:9][CH2:8][C@@H:7]1[C@H:6]1[C@H:25]([C:28]([CH3:30])=[CH2:29])[CH2:26][CH2:27][C@:5]1([CH:31]=[O:32])[CH2:4][CH2:3]2.CC(=CC)C.Cl([O-])=[O:39].[Na+].O.OP([O-])(O)=O.[Na+], predict the reaction product. The product is: [CH3:1][C@:2]12[C@@:19]3([CH3:20])[C@@H:10]([C@:11]4([CH3:24])[C@@H:16]([CH2:17][CH2:18]3)[C:15]([CH3:21])([CH3:22])[C:14](=[O:23])[CH2:13][CH2:12]4)[CH2:9][CH2:8][C@@H:7]1[C@H:6]1[C@H:25]([C:28]([CH3:30])=[CH2:29])[CH2:26][CH2:27][C@:5]1([C:31]([OH:39])=[O:32])[CH2:4][CH2:3]2.